Dataset: Reaction yield outcomes from USPTO patents with 853,638 reactions. Task: Predict the reaction yield, written as a fraction of the theoretical maximum amount of product (1.0 means a 100% yield; for example, 0.34 means a 34% yield). (1) The catalyst is C(Cl)Cl. The reactants are [Cl:1][C:2]1[CH:7]=[CH:6][CH:5]=[CH:4][C:3]=1[C:8]1[C:33](=[O:34])[N:32]([CH3:35])[C:11]2[N:12]=[C:13]([NH:16][C:17]3[CH:18]=[C:19]([CH:29]=[CH:30][CH:31]=3)[CH2:20][NH:21]C(=O)OC(C)(C)C)[N:14]=[CH:15][C:10]=2[CH:9]=1.C(O)(C(F)(F)F)=O. The yield is 1.00. The product is [NH2:21][CH2:20][C:19]1[CH:18]=[C:17]([NH:16][C:13]2[N:14]=[CH:15][C:10]3[CH:9]=[C:8]([C:3]4[CH:4]=[CH:5][CH:6]=[CH:7][C:2]=4[Cl:1])[C:33](=[O:34])[N:32]([CH3:35])[C:11]=3[N:12]=2)[CH:31]=[CH:30][CH:29]=1. (2) The reactants are [N:1]1[CH:6]=[CH:5][C:4]([CH2:7][C:8]([OH:10])=O)=[CH:3][CH:2]=1.C(N1C=CN=C1)(N1C=CN=C1)=O.[CH3:23][N:24]1[CH2:29][CH2:28][NH:27][CH2:26][CH2:25]1. The catalyst is O1CCCC1. The product is [O:10]=[C:8]([N:27]1[CH2:28][CH2:29][N:24]([CH3:23])[CH2:25][CH2:26]1)[CH2:7][C:4]1[CH:3]=[CH:2][N:1]=[CH:6][CH:5]=1. The yield is 0.280. (3) The catalyst is O. The product is [CH2:6]([O:13][C:14]1[CH:19]=[CH:18][C:17]([CH2:20][C:21]2[CH:26]=[C:25]([C:27]3[C:28]([NH2:34])=[N:29][C:30]([CH3:33])=[CH:31][CH:32]=3)[O:23][N:22]=2)=[CH:16][CH:15]=1)[C:7]1[CH:12]=[CH:11][CH:10]=[CH:9][CH:8]=1. The reactants are O1CCCC1.[CH2:6]([O:13][C:14]1[CH:19]=[CH:18][C:17]([CH2:20][C:21](Cl)=[N:22][OH:23])=[CH:16][CH:15]=1)[C:7]1[CH:12]=[CH:11][CH:10]=[CH:9][CH:8]=1.[C:25]([C:27]1[C:28]([NH2:34])=[N:29][C:30]([CH3:33])=[CH:31][CH:32]=1)#[CH:26].C(N(CC)CC)C. The yield is 0.340. (4) The product is [CH2:1]([O:3][C:4](=[O:21])[CH2:5][CH:6]1[CH2:13][CH:12]2[CH:8]([CH2:9][C:10](=[O:14])[CH2:11]2)[CH2:7]1)[CH3:2]. The reactants are [CH2:1]([O:3][C:4](=[O:21])[CH2:5][CH:6]1[CH2:13][CH:12]2[CH:8]([CH2:9][C:10]3(OCC(C)(C)C[O:14]3)[CH2:11]2)[CH2:7]1)[CH3:2].O.C1(C)C=CC(S(O)(=O)=O)=CC=1.CCOC(C)=O. The yield is 0.134. The catalyst is CC(C)=O.O. (5) The reactants are [CH3:1][C:2]1[CH:7]=[CH:6][CH:5]=[CH:4][C:3]=1B(O)O.Br[C:12]1[CH:19]=[CH:18][C:15]([CH:16]=[O:17])=[CH:14][CH:13]=1. The catalyst is C(=O)([O-])[O-].[Na+].[Na+].C(#N)C.O.C1C=CC([P]([Pd]([P](C2C=CC=CC=2)(C2C=CC=CC=2)C2C=CC=CC=2)([P](C2C=CC=CC=2)(C2C=CC=CC=2)C2C=CC=CC=2)[P](C2C=CC=CC=2)(C2C=CC=CC=2)C2C=CC=CC=2)(C2C=CC=CC=2)C2C=CC=CC=2)=CC=1. The product is [CH3:1][C:2]1[CH:7]=[CH:6][CH:5]=[CH:4][C:3]=1[C:12]1[CH:19]=[CH:18][C:15]([CH:16]=[O:17])=[CH:14][CH:13]=1. The yield is 0.740.